Dataset: Catalyst prediction with 721,799 reactions and 888 catalyst types from USPTO. Task: Predict which catalyst facilitates the given reaction. (1) Reactant: C([O:8][C:9]1[CH:10]=[C:11]2[C:16](=[CH:17][CH:18]=1)[N:15]=[C:14]([CH3:19])[CH:13]=[C:12]2[N:20]1[CH2:24][CH2:23][CH:22]([C:25]2[CH:30]=[CH:29][CH:28]=[CH:27][CH:26]=2)[CH2:21]1)C1C=CC=CC=1. Product: [CH3:19][C:14]1[CH:13]=[C:12]([N:20]2[CH2:24][CH2:23][CH:22]([C:25]3[CH:30]=[CH:29][CH:28]=[CH:27][CH:26]=3)[CH2:21]2)[C:11]2[C:16](=[CH:17][CH:18]=[C:9]([OH:8])[CH:10]=2)[N:15]=1. The catalyst class is: 63. (2) Reactant: [CH2:1]([O:5][C:6]([N:8]1[CH2:13][CH2:12][N:11]([C:14](=[O:32])[C@@H:15]([NH:24]C(OC(C)(C)C)=O)[CH2:16][CH2:17][C:18]2[N:22]([CH3:23])[N:21]=[N:20][N:19]=2)[CH2:10][CH2:9]1)=[O:7])[CH2:2][CH2:3][CH3:4].C(O)(C(F)(F)F)=O. Product: [CH2:1]([O:5][C:6]([N:8]1[CH2:9][CH2:10][N:11]([C:14](=[O:32])[C@@H:15]([NH2:24])[CH2:16][CH2:17][C:18]2[N:22]([CH3:23])[N:21]=[N:20][N:19]=2)[CH2:12][CH2:13]1)=[O:7])[CH2:2][CH2:3][CH3:4]. The catalyst class is: 4. (3) Reactant: [F:1][C:2]([F:12])([F:11])[C:3]1[CH:8]=[CH:7][C:6]([CH2:9][NH2:10])=[CH:5][CH:4]=1.[Cl:13][C:14]1[CH:19]=[CH:18][CH:17]=[CH:16][C:15]=1[CH2:20][N:21]1[C:26](=[O:27])[C:25]([C:28]([NH:30][CH2:31][C:32]([O:34]CC)=[O:33])=[O:29])=[C:24]([OH:37])[C:23]([C:38](OC)=[O:39])=[C:22]1[OH:42]. Product: [Cl:13][C:14]1[CH:19]=[CH:18][CH:17]=[CH:16][C:15]=1[CH2:20][N:21]1[C:22]([OH:42])=[C:23]([C:38]([NH:10][CH2:9][C:6]2[CH:5]=[CH:4][C:3]([C:2]([F:11])([F:12])[F:1])=[CH:8][CH:7]=2)=[O:39])[C:24]([OH:37])=[C:25]([C:28]([NH:30][CH2:31][C:32]([O-:34])=[O:33])=[O:29])[C:26]1=[O:27].[NH4+:10]. The catalyst class is: 22. (4) The catalyst class is: 59. Reactant: [Br:1][CH:2]([Br:21])[C:3]1[CH:11]=[CH:10][C:6]([C:7](O)=[O:8])=[CH:5][C:4]=1[B:12]1[O:16][C:15]([CH3:18])([CH3:17])[C:14]([CH3:20])([CH3:19])[O:13]1.C(Cl)(=O)C([Cl:25])=O. Product: [Br:1][CH:2]([Br:21])[C:3]1[CH:11]=[CH:10][C:6]([C:7]([Cl:25])=[O:8])=[CH:5][C:4]=1[B:12]1[O:16][C:15]([CH3:18])([CH3:17])[C:14]([CH3:20])([CH3:19])[O:13]1.